Dataset: Full USPTO retrosynthesis dataset with 1.9M reactions from patents (1976-2016). Task: Predict the reactants needed to synthesize the given product. (1) Given the product [N+:16]([C:13]1[CH:14]=[CH:15][C:10]([NH:1][C:2]2[CH:7]=[CH:6][CH:5]=[C:4]([NH2:8])[N:3]=2)=[CH:11][CH:12]=1)([O-:18])=[O:17], predict the reactants needed to synthesize it. The reactants are: [NH2:1][C:2]1[CH:7]=[CH:6][CH:5]=[C:4]([NH2:8])[N:3]=1.F[C:10]1[CH:15]=[CH:14][C:13]([N+:16]([O-:18])=[O:17])=[CH:12][CH:11]=1.[H-].[Na+].[NH4+].[Cl-]. (2) Given the product [ClH:24].[NH2:15][C@:3]([C:5]1[CH:10]=[CH:9][CH:8]=[C:7]([C:11]([F:12])([F:13])[F:14])[CH:6]=1)([CH3:4])[C:2]([NH2:1])=[O:23], predict the reactants needed to synthesize it. The reactants are: [NH2:1][C:2](=[O:23])[C@@:3]([NH:15]C(=O)OC(C)(C)C)([C:5]1[CH:10]=[CH:9][CH:8]=[C:7]([C:11]([F:14])([F:13])[F:12])[CH:6]=1)[CH3:4].[ClH:24].